Dataset: Reaction yield outcomes from USPTO patents with 853,638 reactions. Task: Predict the reaction yield, written as a fraction of the theoretical maximum amount of product (1.0 means a 100% yield; for example, 0.34 means a 34% yield). (1) The product is [N:7]([C:8]1[N:9]=[C:10]([O:20][CH2:21][C:22]([F:25])([F:23])[F:24])[CH:11]=[C:12]([O:14][CH2:15][C:16]([F:18])([F:19])[F:17])[N:13]=1)=[C:2]=[O:3]. The yield is 0.820. The catalyst is O1CCOCC1. The reactants are C(Cl)(=O)[C:2](Cl)=[O:3].[NH2:7][C:8]1[N:13]=[C:12]([O:14][CH2:15][C:16]([F:19])([F:18])[F:17])[CH:11]=[C:10]([O:20][CH2:21][C:22]([F:25])([F:24])[F:23])[N:9]=1.NC1N=CC=CN=1. (2) The reactants are [CH:1]([C:4]1[CH:5]=[C:6]([C:12]([OH:14])=O)[O:7][C:8]=1[CH:9]([CH3:11])[CH3:10])([CH3:3])[CH3:2].[NH2:15][C:16]1[S:20][C:19]([C:21]([O:23][CH3:24])=[O:22])=[CH:18][CH:17]=1. No catalyst specified. The product is [CH:1]([C:4]1[CH:5]=[C:6]([C:12]([NH:15][C:16]2[S:20][C:19]([C:21]([O:23][CH3:24])=[O:22])=[CH:18][CH:17]=2)=[O:14])[O:7][C:8]=1[CH:9]([CH3:10])[CH3:11])([CH3:2])[CH3:3]. The yield is 0.540. (3) The reactants are Br[C:2]1[CH:3]=[C:4]([O:9][CH2:10][C:11]2[CH:16]=[CH:15][CH:14]=[CH:13][C:12]=2[Cl:17])[C:5]([NH2:8])=[N:6][CH:7]=1.[C:18]([C:21]1[CH:26]=[CH:25][C:24](B(O)O)=[CH:23][CH:22]=1)([OH:20])=[O:19].C(=O)([O-])[O-].[K+].[K+].CN(C)C=O. The catalyst is C1C=CC([P]([Pd]([P](C2C=CC=CC=2)(C2C=CC=CC=2)C2C=CC=CC=2)([P](C2C=CC=CC=2)(C2C=CC=CC=2)C2C=CC=CC=2)[P](C2C=CC=CC=2)(C2C=CC=CC=2)C2C=CC=CC=2)(C2C=CC=CC=2)C2C=CC=CC=2)=CC=1.O. The product is [NH2:8][C:5]1[N:6]=[CH:7][C:2]([C:24]2[CH:25]=[CH:26][C:21]([C:18]([OH:20])=[O:19])=[CH:22][CH:23]=2)=[CH:3][C:4]=1[O:9][CH2:10][C:11]1[CH:16]=[CH:15][CH:14]=[CH:13][C:12]=1[Cl:17]. The yield is 0.530. (4) The reactants are [O:1]1[C:5]2[CH:6]=[CH:7][CH:8]=[CH:9][C:4]=2[C:3]([C:10]2[CH2:15][CH2:14][N:13](C(OC(C)(C)C)=O)[CH2:12][CH:11]=2)=[CH:2]1.[ClH:23]. The catalyst is ClCCl.O1CCOCC1. The product is [ClH:23].[O:1]1[C:5]2[CH:6]=[CH:7][CH:8]=[CH:9][C:4]=2[C:3]([C:10]2[CH2:15][CH2:14][NH:13][CH2:12][CH:11]=2)=[CH:2]1. The yield is 0.850. (5) The reactants are [Br:1][C:2]1[CH:3]=[C:4]([NH2:13])[CH:5]=[C:6]([N:8]2[CH:12]=[CH:11][CH:10]=[N:9]2)[CH:7]=1.[C:14]([N:22]=[C:23]=[S:24])(=[O:21])[C:15]1[CH:20]=[CH:19][CH:18]=[CH:17][CH:16]=1. The catalyst is CC(C)=O. The product is [C:14]([NH:22][C:23]([NH:13][C:4]1[CH:5]=[C:6]([N:8]2[CH:12]=[CH:11][CH:10]=[N:9]2)[CH:7]=[C:2]([Br:1])[CH:3]=1)=[S:24])(=[O:21])[C:15]1[CH:20]=[CH:19][CH:18]=[CH:17][CH:16]=1. The yield is 0.890. (6) The reactants are [Br:1][C:2]1[CH:9]=[CH:8][C:5]([C:6]#[N:7])=[C:4](F)[CH:3]=1.CO.[C:13](=O)([O-])[O-:14].[K+].[K+].C(Cl)Cl. The catalyst is CN(C=O)C.O.CCOCC. The product is [Br:1][C:2]1[CH:9]=[CH:8][C:5]([C:6]#[N:7])=[C:4]([O:14][CH3:13])[CH:3]=1. The yield is 0.955. (7) The reactants are C(OC([N:8]1[CH2:13][CH2:12][O:11][C:10]2[CH:14]=[C:15](/[CH:18]=[CH:19]/[C:20]([OH:22])=[O:21])[CH:16]=[N:17][C:9]1=2)=O)(C)(C)C.[Li+].[OH-]. The catalyst is Cl.O1CCOCC1. The product is [O:11]1[CH2:12][CH2:13][NH:8][C:9]2[N:17]=[CH:16][C:15](/[CH:18]=[CH:19]/[C:20]([OH:22])=[O:21])=[CH:14][C:10]1=2. The yield is 0.520. (8) The reactants are [CH2:1]([NH:6][C:7]([C@:9]12[CH2:44][CH2:43][C@@H:42]([C:45]([CH3:47])=[CH2:46])[C@@H:10]1[C@@H:11]1[C@@:24]([CH3:27])([CH2:25][CH2:26]2)[C@@:23]2([CH3:28])[C@@H:14]([C@:15]3([CH3:41])[C@@H:20]([CH2:21][CH2:22]2)[C:19]([CH3:30])([CH3:29])[C:18]([C:31]2[CH:40]=[CH:39][C:34]([C:35]([O:37]C)=[O:36])=[CH:33][CH:32]=2)=[CH:17][CH2:16]3)[CH2:13][CH2:12]1)=[O:8])[CH2:2][CH:3]([CH3:5])[CH3:4].O.[OH-].[Li+].Cl. The catalyst is C1COCC1.O. The product is [CH2:1]([NH:6][C:7]([C@:9]12[CH2:44][CH2:43][C@@H:42]([C:45]([CH3:47])=[CH2:46])[C@@H:10]1[C@@H:11]1[C@@:24]([CH3:27])([CH2:25][CH2:26]2)[C@@:23]2([CH3:28])[C@@H:14]([C@:15]3([CH3:41])[C@@H:20]([CH2:21][CH2:22]2)[C:19]([CH3:29])([CH3:30])[C:18]([C:31]2[CH:40]=[CH:39][C:34]([C:35]([OH:37])=[O:36])=[CH:33][CH:32]=2)=[CH:17][CH2:16]3)[CH2:13][CH2:12]1)=[O:8])[CH2:2][CH:3]([CH3:4])[CH3:5]. The yield is 0.880.